From a dataset of Full USPTO retrosynthesis dataset with 1.9M reactions from patents (1976-2016). Predict the reactants needed to synthesize the given product. Given the product [Cl:12][CH2:13][C:14]([N:9]1[CH2:8][CH2:7][N:6]([C:4]([O:3][CH2:1][CH3:2])=[O:5])[CH2:11][CH2:10]1)=[O:15], predict the reactants needed to synthesize it. The reactants are: [CH2:1]([O:3][C:4]([N:6]1[CH2:11][CH2:10][NH:9][CH2:8][CH2:7]1)=[O:5])[CH3:2].[Cl:12][CH2:13][C:14](Cl)=[O:15].CCN(C(C)C)C(C)C.